Dataset: Full USPTO retrosynthesis dataset with 1.9M reactions from patents (1976-2016). Task: Predict the reactants needed to synthesize the given product. Given the product [Br:2][CH:3]=[C:36]1[CH2:37][CH2:38][N:33]([C:29]([CH3:32])([CH3:31])[CH3:30])[CH2:34][CH2:35]1, predict the reactants needed to synthesize it. The reactants are: [Br-].[Br:2][CH2:3][P+](C1C=CC=CC=1)(C1C=CC=CC=1)C1C=CC=CC=1.CC(C)([O-])C.[K+].[C:29]([N:33]1[CH2:38][CH2:37][C:36](=O)[CH2:35][CH2:34]1)([CH3:32])([CH3:31])[CH3:30].